This data is from Forward reaction prediction with 1.9M reactions from USPTO patents (1976-2016). The task is: Predict the product of the given reaction. (1) Given the reactants C(OC([NH:11][C@@H:12]1[CH2:21][C:20]2[CH:19]=[C:18]([C:22]3[CH:31]=[CH:30][C:25]([C:26]([O:28][CH3:29])=[O:27])=[CH:24][CH:23]=3)[CH:17]=[CH:16][C:15]=2[CH2:14][CH2:13]1)=O)C1C=CC=CC=1.C([O-])=O.[NH4+], predict the reaction product. The product is: [NH2:11][C@@H:12]1[CH2:21][C:20]2[CH:19]=[C:18]([C:22]3[CH:31]=[CH:30][C:25]([C:26]([O:28][CH3:29])=[O:27])=[CH:24][CH:23]=3)[CH:17]=[CH:16][C:15]=2[CH2:14][CH2:13]1. (2) Given the reactants [ClH:1].[NH2:2][OH:3].C(=O)(O)[O-].[Na+].Cl[C:10]1[CH:15]=[CH:14][N:13]=[C:12]([C:16]2[N:24]=[C:23]([C:25]#[N:26])[N:22]=[C:21]3[C:17]=2[N:18]([CH2:27][C@H:28]2[CH2:33][CH2:32][C@H:31]([CH3:34])[CH2:30][CH2:29]2)[CH:19]=[N:20]3)[CH:11]=1, predict the reaction product. The product is: [Cl:1][C:10]1[CH:15]=[CH:14][N:13]=[C:12]([C:16]2[N:24]=[C:23]([C:25](=[NH:26])[NH:2][OH:3])[N:22]=[C:21]3[C:17]=2[N:18]([CH2:27][C@H:28]2[CH2:33][CH2:32][C@H:31]([CH3:34])[CH2:30][CH2:29]2)[CH:19]=[N:20]3)[CH:11]=1. (3) Given the reactants [CH2:1]1[CH:5]2[CH2:6][NH:7][CH2:8][CH:4]2[CH2:3][O:2]1.Br[C:10]1[CH:11]=[C:12]2[C:17](=[CH:18][CH:19]=1)[N:16]=[CH:15][CH:14]=[C:13]2[NH:20][C:21]([NH:23][C:24]1[CH:29]=[N:28][CH:27]=[CH:26][N:25]=1)=[O:22], predict the reaction product. The product is: [CH2:1]1[CH:5]2[CH2:6][N:7]([C:10]3[CH:11]=[C:12]4[C:17](=[CH:18][CH:19]=3)[N:16]=[CH:15][CH:14]=[C:13]4[NH:20][C:21]([NH:23][C:24]3[CH:29]=[N:28][CH:27]=[CH:26][N:25]=3)=[O:22])[CH2:8][CH:4]2[CH2:3][O:2]1. (4) The product is: [C:35]([C@@H:38]([NH:43][C:44]([C@@H:45]([NH:54][C:17](=[O:19])[C@H:16]([CH2:20][CH2:21][CH2:22][CH3:23])[CH2:15][C:13]([N:12]([CH2:11][C:4]1[CH:5]=[CH:6][C:7]([O:9][CH3:10])=[CH:8][C:3]=1[O:2][CH3:1])[O:24][CH2:25][C:26]1[CH:31]=[CH:30][C:29]([O:32][CH3:33])=[CH:28][CH:27]=1)=[O:14])[CH2:46][C:47]1[CH:52]=[CH:51][CH:50]=[C:49]([Br:53])[CH:48]=1)=[O:55])[CH2:39][CH:40]([CH3:41])[CH3:42])(=[O:37])[NH2:36]. Given the reactants [CH3:1][O:2][C:3]1[CH:8]=[C:7]([O:9][CH3:10])[CH:6]=[CH:5][C:4]=1[CH2:11][N:12]([O:24][CH2:25][C:26]1[CH:31]=[CH:30][C:29]([O:32][CH3:33])=[CH:28][CH:27]=1)[C:13]([CH2:15][C@@H:16]([CH2:20][CH2:21][CH2:22][CH3:23])[C:17]([OH:19])=O)=[O:14].[Na].[C:35]([C@@H:38]([NH:43][C:44](=[O:55])[C@@H:45]([NH2:54])[CH2:46][C:47]1[CH:52]=[CH:51][CH:50]=[C:49]([Br:53])[CH:48]=1)[CH2:39][CH:40]([CH3:42])[CH3:41])(=[O:37])[NH2:36].CCN=C=NCCCN(C)C.Cl.C1C=CC2N(O)N=NC=2C=1.CCN(C(C)C)C(C)C, predict the reaction product. (5) Given the reactants [F:1][C:2]([F:7])([F:6])[C:3]([OH:5])=[O:4].[NH2:8][C@@H:9]1[CH2:13][CH2:12][N:11]([C:14]2[N:22]=[C:21]3[C:17]([N:18]=[CH:19][N:20]3[C@@H:23]3[CH2:27][C@H:26]([NH:28][C:29](=[O:32])[CH2:30][CH3:31])[C@@H:25]([OH:33])[C@H:24]3[OH:34])=[C:16]([NH:35][CH2:36][CH:37]([C:45]3[CH:50]=[CH:49][C:48]([OH:51])=[CH:47][CH:46]=3)[C:38]3[CH:43]=[CH:42][C:41]([OH:44])=[CH:40][CH:39]=3)[N:15]=2)[CH2:10]1.[N:52]1[CH:57]=[CH:56][CH:55]=[C:54]([N:58]=[C:59]=[O:60])[CH:53]=1, predict the reaction product. The product is: [C:3]([OH:5])([C:2]([F:7])([F:6])[F:1])=[O:4].[OH:51][C:48]1[CH:49]=[CH:50][C:45]([CH:37]([C:38]2[CH:43]=[CH:42][C:41]([OH:44])=[CH:40][CH:39]=2)[CH2:36][NH:35][C:16]2[N:15]=[C:14]([N:11]3[CH2:12][CH2:13][C@@H:9]([NH:8][C:59]([NH:58][C:54]4[CH:53]=[N:52][CH:57]=[CH:56][CH:55]=4)=[O:60])[CH2:10]3)[N:22]=[C:21]3[C:17]=2[N:18]=[CH:19][N:20]3[C@@H:23]2[CH2:27][C@H:26]([NH:28][C:29](=[O:32])[CH2:30][CH3:31])[C@@H:25]([OH:33])[C@H:24]2[OH:34])=[CH:46][CH:47]=1.